From a dataset of Full USPTO retrosynthesis dataset with 1.9M reactions from patents (1976-2016). Predict the reactants needed to synthesize the given product. Given the product [C:10](/[C:9](/[C:12]1[CH:13]=[N:14][CH:15]=[CH:16][CH:17]=1)=[CH:32]/[C:29]1[CH:30]=[CH:31][C:26]([C:25]([NH:24][C@H:23]([C:22]([O:21][CH3:20])=[O:46])[CH2:42][CH2:43][S:44][CH3:45])=[O:41])=[C:27]([C:34]2[CH:39]=[CH:38][CH:37]=[CH:36][C:35]=2[CH3:40])[CH:28]=1)#[N:11], predict the reactants needed to synthesize it. The reactants are: CCOP(O[CH:9]([C:12]1[CH:17]=[CH:16][CH:15]=[N:14][CH:13]=1)[C:10]#[N:11])(CC)=O.[H-].[Na+].[CH3:20][O:21][C:22](=[O:46])[C@H:23]([CH2:42][CH2:43][S:44][CH3:45])[NH:24][C:25](=[O:41])[C:26]1[CH:31]=[CH:30][C:29]([CH:32]=O)=[CH:28][C:27]=1[C:34]1[CH:39]=[CH:38][CH:37]=[CH:36][C:35]=1[CH3:40].